Dataset: Reaction yield outcomes from USPTO patents with 853,638 reactions. Task: Predict the reaction yield, written as a fraction of the theoretical maximum amount of product (1.0 means a 100% yield; for example, 0.34 means a 34% yield). (1) The reactants are [N:1]([CH2:4][C:5]1([CH2:9][N:10]=[N+:11]=[N-:12])[CH2:8][S:7][CH2:6]1)=[N+:2]=[N-:3].C(O)=[O:14].ClCCl.OO.[OH2:21]. No catalyst specified. The product is [N:10]([CH2:9][C:5]1([CH2:4][N:1]=[N+:2]=[N-:3])[CH2:6][S:7](=[O:14])(=[O:21])[CH2:8]1)=[N+:11]=[N-:12]. The yield is 0.960. (2) The reactants are [C:1]([C:5]1[O:9][N:8]=[C:7]([NH:10][C:11]([NH:13][C:14]2[CH:19]=[CH:18][CH:17]=[C:16]([O:20][C:21]3[C:30]4[C:25](=[CH:26][C:27]([O:35][CH3:36])=[C:28]([O:31][CH2:32][CH2:33]Cl)[CH:29]=4)[N:24]=[CH:23][N:22]=3)[CH:15]=2)=[O:12])[CH:6]=1)([CH3:4])([CH3:3])[CH3:2].[OH:37][CH2:38][CH2:39][N:40]1[CH2:45][CH2:44][NH:43][CH2:42][CH2:41]1. No catalyst specified. The product is [C:1]([C:5]1[O:9][N:8]=[C:7]([NH:10][C:11]([NH:13][C:14]2[CH:19]=[CH:18][CH:17]=[C:16]([O:20][C:21]3[C:30]4[C:25](=[CH:26][C:27]([O:35][CH3:36])=[C:28]([O:31][CH2:32][CH2:33][N:43]5[CH2:44][CH2:45][N:40]([CH2:39][CH2:38][OH:37])[CH2:41][CH2:42]5)[CH:29]=4)[N:24]=[CH:23][N:22]=3)[CH:15]=2)=[O:12])[CH:6]=1)([CH3:4])([CH3:3])[CH3:2]. The yield is 0.120. (3) The reactants are C([O-])(=O)C.[Na+].[CH2:6]([O:8][C:9](=[O:15])[CH:10]([Cl:14])C(=O)C)[CH3:7].[CH2:16]([O:20][C:21]1[CH:27]=[CH:26][C:25]([I:28])=[CH:24][C:22]=1[NH2:23])[CH2:17][C:18]#[CH:19].[N:29]([O-])=O.[Na+]. The catalyst is C(O)C.Cl.O1CCCC1.O. The product is [CH2:16]([O:20][C:21]1[CH:27]=[CH:26][C:25]([I:28])=[CH:24][C:22]=1[NH:23][N:29]=[C:10]([Cl:14])[C:9]([O:8][CH2:6][CH3:7])=[O:15])[CH2:17][C:18]#[CH:19]. The yield is 0.960. (4) The reactants are [F:1][CH2:2][C:3]([C:7]1[CH:11]=[C:10]([NH:12][C:13](=[O:21])OC2C=CC=CC=2)[N:9]([C:22]2[CH:27]=[CH:26][CH:25]=[CH:24][CH:23]=2)[N:8]=1)([CH3:6])[CH2:4][F:5].[CH3:28][O:29][C:30]1[CH:31]=[C:32]2[C:37](=[CH:38][C:39]=1[O:40][CH3:41])[N:36]=[CH:35][N:34]=[C:33]2[O:42][C:43]1[CH:44]=[C:45]([CH:47]=[CH:48][CH:49]=1)[NH2:46].C(N(CC)C(C)C)(C)C. The catalyst is C1COCC1. The product is [F:1][CH2:2][C:3]([C:7]1[CH:11]=[C:10]([NH:12][C:13]([NH:46][C:45]2[CH:47]=[CH:48][CH:49]=[C:43]([O:42][C:33]3[C:32]4[C:37](=[CH:38][C:39]([O:40][CH3:41])=[C:30]([O:29][CH3:28])[CH:31]=4)[N:36]=[CH:35][N:34]=3)[CH:44]=2)=[O:21])[N:9]([C:22]2[CH:27]=[CH:26][CH:25]=[CH:24][CH:23]=2)[N:8]=1)([CH3:6])[CH2:4][F:5]. The yield is 0.160. (5) The reactants are [Cl:1][C:2]1[N:3]=[N:4][C:5]([N:10]2[CH2:15][CH2:14][NH:13][C@H:12]([CH3:16])[CH2:11]2)=[C:6]([CH3:9])[C:7]=1[CH3:8].[CH3:17][O:18][C:19]([C:21]1[CH:26]=[N:25][C:24](Cl)=[CH:23][N:22]=1)=[O:20].C(N(CC)CC)C. The product is [CH3:17][O:18][C:19]([C:21]1[N:22]=[CH:23][C:24]([N:13]2[CH2:14][CH2:15][N:10]([C:5]3[N:4]=[N:3][C:2]([Cl:1])=[C:7]([CH3:8])[C:6]=3[CH3:9])[CH2:11][C@H:12]2[CH3:16])=[N:25][CH:26]=1)=[O:20]. The yield is 0.710. The catalyst is O1CCOCC1. (6) The reactants are Cl.C(OCC)(=O)C.[C:8]12([NH:18][C:19](=[O:32])[CH2:20][N:21](C(OC(C)(C)C)=O)[CH2:22][CH2:23][CH3:24])[CH2:17][CH:12]3[CH2:13][CH:14]([CH2:16][CH:10]([CH2:11]3)[CH2:9]1)[CH2:15]2. No catalyst specified. The product is [C:8]12([NH:18][C:19](=[O:32])[CH2:20][NH:21][CH2:22][CH2:23][CH3:24])[CH2:17][CH:12]3[CH2:11][CH:10]([CH2:16][CH:14]([CH2:13]3)[CH2:15]1)[CH2:9]2. The yield is 0.950. (7) The product is [CH3:1][O:2][C:3]([C:5]1[C:10]([F:23])=[C:9]([NH2:11])[N:8]=[C:7]([C:12]2[CH:17]=[CH:16][C:15]([Cl:18])=[C:14]([O:19][CH3:20])[C:13]=2[F:21])[N:6]=1)=[O:4]. The catalyst is C(#N)C. The yield is 0.0320. The reactants are [CH3:1][O:2][C:3]([C:5]1[CH:10]=[C:9]([NH2:11])[N:8]=[C:7]([C:12]2[CH:17]=[CH:16][C:15]([Cl:18])=[C:14]([O:19][CH3:20])[C:13]=2[F:21])[N:6]=1)=[O:4].[B-](F)(F)(F)[F:23].[B-](F)(F)(F)F.C1[N+]2(CCl)CC[N+](F)(CC2)C1. (8) The reactants are N(=[C:3]1[C:7]2=[C:8]3[C:13](=[CH:14][CH:15]=[C:6]2[NH:5][C:4]1=[O:16])[N:12]=[CH:11][CH:10]=[CH:9]3)N.[O-]CC.[Na+].C(O)(=O)C. The catalyst is O. The product is [CH2:3]1[C:7]2=[C:8]3[C:13](=[CH:14][CH:15]=[C:6]2[NH:5][C:4]1=[O:16])[N:12]=[CH:11][CH:10]=[CH:9]3. The yield is 0.330.